This data is from Experimentally validated miRNA-target interactions with 360,000+ pairs, plus equal number of negative samples. The task is: Binary Classification. Given a miRNA mature sequence and a target amino acid sequence, predict their likelihood of interaction. (1) The miRNA is hsa-miR-4776-5p with sequence GUGGACCAGGAUGGCAAGGGCU. The protein sequence of the target gene is MAAFSKYLTARNTSLAGAAFLLLCLLHKRRRALGLHGKKSGKPPLQNNEKEGKKERAVVDKVFLSRLSQILKIMVPRTFCKETGYLLLIAVMLVSRTYCDVWMIQNGTLIESGIIGRSSKDFKRYLFNFIAAMPLISLVNNFLKYGLNELKLCFRVRLTRYLYEEYLQAFTYYKMGNLDNRIANPDQLLTQDVEKFCNSVVDLYSNLSKPFLDIVLYIFKLTSAIGAQGPASMMAYLLVSGLFLTRLRRPIGKMTIMEQKYEGEYRYVNSRLITNSEEIAFYNGNKREKQTIHSVFRKLV.... Result: 0 (no interaction). (2) The miRNA is mmu-miR-421-5p with sequence CUCAUUAAAUGUUUGUUGAAU. The protein sequence of the target gene is MAPTLATAHRRRWWMACTAVLENLLFSAVLLGWGSLLIMLKSEGFYSYLCTKPENVTNSTVGGSAEPEPEELSLVNGWLSCKAQDEILNLAFTVGSFLLSAITLPLGIIMDKYGPRKLRLLGSACFAVSCLLIAYGASNPDSLSVLIFIALALNGFGGMCMTFTSLTLPNMFGDLRSTFIALMIGSYASSAVTFPGIKLIYDAGASFIGILVVWAGCSGLVFFNCFFNWPLEPFPGPEDMDYSVKIKFSWLGFDHKITGKQFYKQVTTVGRRLSVGSSMRTAKEQAALQEGHKLCLSTVD.... Result: 0 (no interaction).